The task is: Predict which catalyst facilitates the given reaction.. This data is from Catalyst prediction with 721,799 reactions and 888 catalyst types from USPTO. (1) Reactant: C[O:2][C:3](=[O:28])[C:4]1[CH:9]=[CH:8][C:7]([S:10][C:11]2[N:16]=[C:15]([N:17]3[CH2:20][CH2:19][CH2:18]3)[CH:14]=[C:13]([NH:21][C:22]3[NH:23][N:24]=[C:25]([CH3:27])[CH:26]=3)[N:12]=2)=[CH:6][CH:5]=1.[OH-].[Na+].O1CCCC1. Product: [N:17]1([C:15]2[CH:14]=[C:13]([NH:21][C:22]3[NH:23][N:24]=[C:25]([CH3:27])[CH:26]=3)[N:12]=[C:11]([S:10][C:7]3[CH:8]=[CH:9][C:4]([C:3]([OH:28])=[O:2])=[CH:5][CH:6]=3)[N:16]=2)[CH2:18][CH2:19][CH2:20]1. The catalyst class is: 5. (2) Reactant: [CH2:1]([C@@:8]12[CH2:21][C@:20]([OH:23])([CH3:22])[C@:19]([OH:30])([C:24]3[CH:29]=[CH:28][CH:27]=[CH:26][CH:25]=3)[CH2:18][C@H:17]1[CH2:16][CH2:15][C:14]1[CH:13]=[C:12]([C:31]([NH:33][C:34]3[C:35]([CH3:40])=[N:36][CH:37]=[CH:38][CH:39]=3)=[O:32])[CH:11]=[CH:10][C:9]2=1)[C:2]1[CH:7]=[CH:6][CH:5]=[CH:4][CH:3]=1.Cl.[O:42]=[O+][O-].O=O. Product: [CH2:1]([C@@:8]12[CH2:21][C@:20]([OH:23])([CH3:22])[C@:19]([OH:30])([C:24]3[CH:25]=[CH:26][CH:27]=[CH:28][CH:29]=3)[CH2:18][C@H:17]1[CH2:16][C:15](=[O:42])[C:14]1[CH:13]=[C:12]([C:31]([NH:33][C:34]3[C:35]([CH3:40])=[N:36][CH:37]=[CH:38][CH:39]=3)=[O:32])[CH:11]=[CH:10][C:9]2=1)[C:2]1[CH:7]=[CH:6][CH:5]=[CH:4][CH:3]=1. The catalyst class is: 61. (3) Reactant: [CH2:1]([O:3][C:4]([C:6]1[N:7]=[C:8](Br)[S:9][CH:10]=1)=[O:5])[CH3:2].[Cl:12][C:13]1[CH:18]=[CH:17][C:16]([SH:19])=[CH:15][CH:14]=1.C([O-])([O-])=O.[K+].[K+]. Product: [CH2:1]([O:3][C:4]([C:6]1[N:7]=[C:8]([S:19][C:16]2[CH:17]=[CH:18][C:13]([Cl:12])=[CH:14][CH:15]=2)[S:9][CH:10]=1)=[O:5])[CH3:2]. The catalyst class is: 3. (4) Reactant: [C:1]([C:5]1[CH:23]=[CH:22][C:8]2[N:9](C)[C:10]([C:12]3[C:17]([CH2:18][OH:19])=[C:16]([Cl:20])[CH:15]=[CH:14][N:13]=3)=[N:11][C:7]=2[CH:6]=1)([CH3:4])([CH3:3])[CH3:2].[C:24]([O:27][CH2:28][C:29]1[C:30]([C:36]2[N:40]([CH3:41])[C:39]3[CH:42]=[CH:43][C:44]([C:46]([CH3:49])([CH3:48])[CH3:47])=[CH:45][C:38]=3[N:37]=2)=[N:31][CH:32]=[CH:33][C:34]=1[Cl:35])(=O)C.[OH-].[Na+]. Product: [C:1]([C:5]1[CH:23]=[CH:22][C:8]2[N:9]=[C:10]([C:12]3[C:17]([CH2:18][OH:19])=[C:16]([Cl:20])[CH:15]=[CH:14][N:13]=3)[N:11]([CH3:24])[C:7]=2[CH:6]=1)([CH3:2])([CH3:3])[CH3:4].[C:46]([C:44]1[CH:43]=[CH:42][C:39]2[N:40]([CH3:41])[C:36]([C:30]3[C:29]([CH2:28][OH:27])=[C:34]([Cl:35])[CH:33]=[CH:32][N:31]=3)=[N:37][C:38]=2[CH:45]=1)([CH3:49])([CH3:47])[CH3:48]. The catalyst class is: 40.